From a dataset of Full USPTO retrosynthesis dataset with 1.9M reactions from patents (1976-2016). Predict the reactants needed to synthesize the given product. (1) Given the product [CH3:42][Sn:43]([CH3:45])([CH3:44])[C:2]1[S:6][C:5]2[C:7]3[C:19]([C:20](=[CH:21][CH:22]([CH2:27][CH3:28])[CH2:23][CH2:24][CH2:25][CH3:26])[C:4]=2[CH:3]=1)=[CH:18][C:17]1[C:12]2[S:13][C:14]([Sn:43]([CH3:45])([CH3:44])[CH3:42])=[CH:15][C:11]=2[C:10](=[CH:29][CH:30]([CH2:35][CH3:36])[CH2:31][CH2:32][CH2:33][CH3:34])[C:9]=1[CH:8]=3, predict the reactants needed to synthesize it. The reactants are: Br[C:2]1[S:6][C:5]2[C:7]3[C:19]([C:20](=[CH:21][CH:22]([CH2:27][CH3:28])[CH2:23][CH2:24][CH2:25][CH3:26])[C:4]=2[CH:3]=1)=[CH:18][C:17]1[C:12]2[S:13][C:14](Br)=[CH:15][C:11]=2[C:10](=[CH:29][CH:30]([CH2:35][CH3:36])[CH2:31][CH2:32][CH2:33][CH3:34])[C:9]=1[CH:8]=3.[Li]CCCC.[CH3:42][Sn:43](Cl)([CH3:45])[CH3:44].CO. (2) Given the product [O:13]=[C:11]1[C:10]2[CH:14]=[CH:15][CH:16]=[CH:17][C:9]=2[C:1]([C:2]2[CH:3]=[CH:4][CH:5]=[CH:6][CH:7]=2)([C:21]([NH2:19])=[O:24])[O:12]1, predict the reactants needed to synthesize it. The reactants are: [C:1]([C:9]1[CH:17]=[CH:16][CH:15]=[CH:14][C:10]=1[C:11]([OH:13])=[O:12])(=O)[C:2]1[CH:7]=[CH:6][CH:5]=[CH:4][CH:3]=1.[C-]#[N:19].[K+].[C:21]([OH:24])(=O)C. (3) Given the product [CH3:19][C:14]1[C:13]([CH:11]([OH:12])[C:9]2[O:10][C:6]3[CH:5]=[CH:4][C:3]([CH2:2][NH:1][C:30](=[O:31])[CH:29]([C:23]4[CH:24]=[CH:25][C:26]([CH3:28])=[CH:27][C:22]=4[CH3:21])[C:33]4[CH:34]=[CH:35][CH:36]=[CH:37][CH:38]=4)=[CH:20][C:7]=3[CH:8]=2)=[C:17]([CH3:18])[O:16][N:15]=1, predict the reactants needed to synthesize it. The reactants are: [NH2:1][CH2:2][C:3]1[CH:4]=[CH:5][C:6]2[O:10][C:9]([CH:11]([C:13]3[C:14]([CH3:19])=[N:15][O:16][C:17]=3[CH3:18])[OH:12])=[CH:8][C:7]=2[CH:20]=1.[CH3:21][C:22]1[CH:27]=[C:26]([CH3:28])[CH:25]=[CH:24][C:23]=1[CH:29]([C:33]1[CH:38]=[CH:37][CH:36]=[CH:35][CH:34]=1)[C:30](O)=[O:31]. (4) Given the product [Br:1][C:2]1[CH:7]=[C:6]([O:8][CH3:9])[C:5]2[O:10][CH2:14][O:13][CH2:12][CH2:11][C:4]=2[CH:3]=1, predict the reactants needed to synthesize it. The reactants are: [Br:1][C:2]1[CH:7]=[C:6]([O:8][CH3:9])[C:5]([OH:10])=[C:4]([CH2:11][CH2:12][OH:13])[CH:3]=1.[CH3:14][Si]([N-][Si](C)(C)C)(C)C.[Na+].BrCCl.[Cl-].[NH4+]. (5) Given the product [OH:9][C:5]1[CH:4]=[C:3]([CH2:2][OH:1])[CH:8]=[CH:7][C:6]=1[CH:20]=[O:21], predict the reactants needed to synthesize it. The reactants are: [OH:1][CH2:2][C:3]1[CH:4]=[C:5]([OH:9])[CH:6]=[CH:7][CH:8]=1.C(N(CC)CC)C.[Cl-].[Mg+2].[Cl-].[CH2:20]=[O:21].